Dataset: Forward reaction prediction with 1.9M reactions from USPTO patents (1976-2016). Task: Predict the product of the given reaction. The product is: [CH3:20][C:8]1[C:9]2[N:10]([C:13]([CH2:17][CH2:18][CH3:19])=[N:14][C:15]=2[CH3:16])[C:11]2[NH:12][C:3](=[O:2])[CH:4]=[CH:5][C:6]=2[N:7]=1. Given the reactants C[O:2][C:3]1[CH:4]=[CH:5][C:6]2[N:7]=[C:8]([CH3:20])[C:9]3[N:10]([C:13]([CH2:17][CH2:18][CH3:19])=[N:14][C:15]=3[CH3:16])[C:11]=2[N:12]=1.B(Br)(Br)Br.C([O-])([O-])=O.[K+].[K+], predict the reaction product.